From a dataset of Full USPTO retrosynthesis dataset with 1.9M reactions from patents (1976-2016). Predict the reactants needed to synthesize the given product. (1) Given the product [CH2:1]([O:5][CH2:6][CH2:7][O:8][C:9]1[CH:10]=[CH:11][C:12]([C:15]2[CH:16]=[CH:17][C:18]3[NH:24][CH2:23][CH2:22][C:21]([C:31]([NH:33][C:34]4[CH:39]=[CH:38][C:37]([CH:40]([OH:49])[C:41]5[CH:46]=[C:45]([CH3:47])[CH:44]=[CH:43][N+:42]=5[O-:48])=[C:36]([O:50][CH2:51][CH3:52])[CH:35]=4)=[O:32])=[CH:20][C:19]=3[CH:53]=2)=[CH:13][CH:14]=1)[CH2:2][CH2:3][CH3:4], predict the reactants needed to synthesize it. The reactants are: [CH2:1]([O:5][CH2:6][CH2:7][O:8][C:9]1[CH:14]=[CH:13][C:12]([C:15]2[CH:16]=[CH:17][C:18]3[N:24](C(=O)C(F)(F)F)[CH2:23][CH2:22][C:21]([C:31]([NH:33][C:34]4[CH:39]=[CH:38][C:37]([CH:40]([OH:49])[C:41]5[CH:46]=[C:45]([CH3:47])[CH:44]=[CH:43][N+:42]=5[O-:48])=[C:36]([O:50][CH2:51][CH3:52])[CH:35]=4)=[O:32])=[CH:20][C:19]=3[CH:53]=2)=[CH:11][CH:10]=1)[CH2:2][CH2:3][CH3:4].[BH4-].[Na+]. (2) Given the product [Br:14][C:4]1[CH:5]=[CH:6][C:1]([C:7]2([C:10]([F:11])([F:12])[F:13])[CH2:9][CH2:8]2)=[CH:2][CH:3]=1, predict the reactants needed to synthesize it. The reactants are: [C:1]1([C:7]2([C:10]([F:13])([F:12])[F:11])[CH2:9][CH2:8]2)[CH:6]=[CH:5][CH:4]=[CH:3][CH:2]=1.[Br:14]Br.S([O-])([O-])=O.[Na+].[Na+]. (3) The reactants are: [CH3:1][C:2]1([S:11]([C:14]2[CH:19]=[CH:18][CH:17]=[C:16]([C:20]([F:23])([F:22])[F:21])[CH:15]=2)(=[O:13])=[O:12])[CH2:7][CH2:6][O:5][CH:4]([C:8]([NH2:10])=O)[CH2:3]1.N1C(Cl)=NC(Cl)=NC=1Cl. Given the product [CH3:1][C:2]1([S:11]([C:14]2[CH:19]=[CH:18][CH:17]=[C:16]([C:20]([F:22])([F:21])[F:23])[CH:15]=2)(=[O:12])=[O:13])[CH2:7][CH2:6][O:5][CH:4]([C:8]#[N:10])[CH2:3]1, predict the reactants needed to synthesize it. (4) The reactants are: Cl.[F:2][C:3]1[CH:4]=[CH:5][C:6]2[N:10]=[C:9]([C@@H:11]([NH:14][C:15]3[N:23]=[CH:22][N:21]=[C:20]4[C:16]=3[N:17]=[CH:18][N:19]4C3CCCCO3)[CH2:12][CH3:13])[N:8]([C:30]3[CH:35]=[CH:34][CH:33]=[CH:32][CH:31]=3)[C:7]=2[CH:36]=1. Given the product [F:2][C:3]1[CH:4]=[CH:5][C:6]2[N:10]=[C:9]([C@@H:11]([NH:14][C:15]3[N:23]=[CH:22][N:21]=[C:20]4[C:16]=3[NH:17][CH:18]=[N:19]4)[CH2:12][CH3:13])[N:8]([C:30]3[CH:35]=[CH:34][CH:33]=[CH:32][CH:31]=3)[C:7]=2[CH:36]=1, predict the reactants needed to synthesize it. (5) The reactants are: C(O)CCCC.C1(C)C=CC(S(O)(=O)=O)=CC=1.[NH2:18][C:19]1[CH:24]=[CH:23][C:22]([N:25]2[CH2:30][CH2:29][C@H:28]([NH2:31])[C@H:27]([F:32])[CH2:26]2)=[CH:21][C:20]=1[O:33][CH3:34].Cl[C:36]1[N:41]=[C:40]([C:42]2[C:50]3[C:45](=[CH:46][CH:47]=[CH:48][CH:49]=3)[NH:44][CH:43]=2)[C:39]([Cl:51])=[CH:38][N:37]=1. Given the product [NH2:31][C@H:28]1[CH2:29][CH2:30][N:25]([C:22]2[CH:23]=[CH:24][C:19]([NH:18][C:36]3[N:41]=[C:40]([C:42]4[C:50]5[C:45](=[CH:46][CH:47]=[CH:48][CH:49]=5)[NH:44][CH:43]=4)[C:39]([Cl:51])=[CH:38][N:37]=3)=[C:20]([O:33][CH3:34])[CH:21]=2)[CH2:26][C@H:27]1[F:32], predict the reactants needed to synthesize it. (6) The reactants are: [Cl:1][C:2]1[C:10]2[C:5](=[N:6][C:7]([O:12][CH2:13][C:14]([OH:16])=O)=[CH:8][C:9]=2[CH3:11])[N:4]([CH3:17])[N:3]=1.CN(C(ON1N=N[C:28]2[CH:29]=[CH:30][CH:31]=N[C:27]1=2)=[N+](C)C)C.F[P-](F)(F)(F)(F)F.CC[N:44]([CH:48]([CH3:50])[CH3:49])C(C)C.O.[CH3:52]N(C=O)C. Given the product [Cl:1][C:2]1[C:10]2[C:5](=[N:6][C:7]([O:12][CH2:13][C:14]([NH:44][C@H:48]([C:49]3[CH:27]=[CH:28][CH:29]=[CH:30][C:31]=3[CH3:52])[CH3:50])=[O:16])=[CH:8][C:9]=2[CH3:11])[N:4]([CH3:17])[N:3]=1, predict the reactants needed to synthesize it. (7) Given the product [Cl:21][C:18]1[CH:17]=[CH:16][N:15]=[C:14]2[CH:13]=[C:12]([C:6]3[CH:5]=[C:4]([CH:9]=[CH:8][C:7]=3[O:10][CH3:11])[C:3]([OH:22])=[O:2])[O:20][C:19]=12, predict the reactants needed to synthesize it. The reactants are: C[O:2][C:3](=[O:22])[C:4]1[CH:9]=[CH:8][C:7]([O:10][CH3:11])=[C:6]([C:12]2[O:20][C:19]3[C:14](=[N:15][CH:16]=[CH:17][C:18]=3[Cl:21])[CH:13]=2)[CH:5]=1.[Li+].[OH-]. (8) The reactants are: [N:1]1[N:5]2[CH:6]=[CH:7][CH:8]=[N:9][C:4]2=[N:3][C:2]=1[CH:10]=O.[CH:12]1([C:17]2([CH2:25][CH2:26][C:27]3[CH:32]=[C:31]([CH2:33][CH3:34])[C:30]([OH:35])=[C:29]([CH2:36][CH3:37])[CH:28]=3)[O:22][C:21](=[O:23])[CH2:20][C:19](=[O:24])[CH2:18]2)[CH2:16][CH2:15][CH2:14][CH2:13]1. Given the product [CH:12]1([C:17]2([CH2:25][CH2:26][C:27]3[CH:32]=[C:31]([CH2:33][CH3:34])[C:30]([OH:35])=[C:29]([CH2:36][CH3:37])[CH:28]=3)[O:22][C:21](=[O:23])[C:20]([CH2:10][C:2]3[N:3]=[C:4]4[N:9]=[CH:8][CH:7]=[CH:6][N:5]4[N:1]=3)=[C:19]([OH:24])[CH2:18]2)[CH2:16][CH2:15][CH2:14][CH2:13]1, predict the reactants needed to synthesize it. (9) The reactants are: Cl[CH2:2][C:3]1[N:7]([CH2:8][C:9]2[CH:14]=[CH:13][CH:12]=[CH:11][CH:10]=2)[N:6]=[C:5]([C:15]2[CH:20]=[CH:19][C:18]([C:21]([F:24])([F:23])[F:22])=[CH:17][CH:16]=2)[CH:4]=1.C([O:32][C:33]1[CH:38]=[CH:37][C:36]([C:39](=[O:46])[CH2:40]C(OCC)=O)=[CH:35][C:34]=1[CH3:47])C1C=CC=CC=1. Given the product [CH2:8]([N:7]1[C:3]([CH2:2][CH2:40][C:39]([C:36]2[CH:37]=[CH:38][C:33]([OH:32])=[C:34]([CH3:47])[CH:35]=2)=[O:46])=[CH:4][C:5]([C:15]2[CH:20]=[CH:19][C:18]([C:21]([F:22])([F:23])[F:24])=[CH:17][CH:16]=2)=[N:6]1)[C:9]1[CH:10]=[CH:11][CH:12]=[CH:13][CH:14]=1, predict the reactants needed to synthesize it. (10) Given the product [C:34]([O:33][C:31]([NH:18][CH:8]([C:7]1[CH:10]=[CH:11][C:4]([O:3][C:2]([F:13])([F:12])[F:1])=[CH:5][CH:6]=1)[C:14]([O:15][CH3:20])=[O:17])=[O:32])([CH3:35])([CH3:36])[CH3:37], predict the reactants needed to synthesize it. The reactants are: [F:1][C:2]([F:13])([F:12])[O:3][C:4]1[CH:11]=[CH:10][C:7]([CH:8]=O)=[CH:6][CH:5]=1.[C:14](=[O:17])([O-])[O-:15].[NH4+:18].[NH4+].[C-:20]#N.[K+].[C:31](O[C:31]([O:33][C:34]([CH3:37])([CH3:36])[CH3:35])=[O:32])([O:33][C:34]([CH3:37])([CH3:36])[CH3:35])=[O:32].[OH-].[Na+].CI.C(=O)([O-])[O-].[K+].[K+].